From a dataset of Full USPTO retrosynthesis dataset with 1.9M reactions from patents (1976-2016). Predict the reactants needed to synthesize the given product. (1) Given the product [O:28]=[C:29]1[NH:33][C:32]2[CH:34]=[CH:35][C:36]([S:38]([N:8]3[CH2:7][C@H:6]4[CH2:2][N:3]([C:10]([O:12][CH2:13][C:14]5[CH:19]=[C:18]([Cl:20])[CH:17]=[C:16]([Cl:21])[CH:15]=5)=[O:11])[CH2:4][C@H:5]4[CH2:9]3)(=[O:40])=[O:39])=[CH:37][C:31]=2[O:30]1, predict the reactants needed to synthesize it. The reactants are: Cl.[CH2:2]1[C@@H:6]2[CH2:7][NH:8][CH2:9][C@@H:5]2[CH2:4][N:3]1[C:10]([O:12][CH2:13][C:14]1[CH:19]=[C:18]([Cl:20])[CH:17]=[C:16]([Cl:21])[CH:15]=1)=[O:11].N1C=CC=CC=1.[O:28]=[C:29]1[NH:33][C:32]2[CH:34]=[CH:35][C:36]([S:38](Cl)(=[O:40])=[O:39])=[CH:37][C:31]=2[O:30]1.C(OCC)(=O)C.CCCCCCC. (2) Given the product [CH3:8][C:5]1[CH:6]=[CH:7][C:2]([CH:45]2[CH2:50][CH2:49][N:48]([C:51]([O:53][CH2:54][CH3:55])=[O:52])[CH2:47][CH2:46]2)=[N:3][CH:4]=1, predict the reactants needed to synthesize it. The reactants are: Br[C:2]1[CH:7]=[CH:6][C:5]([CH3:8])=[CH:4][N:3]=1.C1(P(C2C=CC=CC=2)CCCP(C2C=CC=CC=2)C2C=CC=CC=2)C=CC=CC=1.CC(C)([O-])C.[Na+].N[CH:45]1[CH2:50][CH2:49][N:48]([C:51]([O:53][CH2:54][CH3:55])=[O:52])[CH2:47][CH2:46]1.